This data is from CYP1A2 inhibition data for predicting drug metabolism from PubChem BioAssay. The task is: Regression/Classification. Given a drug SMILES string, predict its absorption, distribution, metabolism, or excretion properties. Task type varies by dataset: regression for continuous measurements (e.g., permeability, clearance, half-life) or binary classification for categorical outcomes (e.g., BBB penetration, CYP inhibition). Dataset: cyp1a2_veith. The result is 1 (inhibitor). The drug is O=C1C=C(N2CCN(c3ccccn3)CC2)C(=O)c2c(O)ccc(O)c21.